From a dataset of Full USPTO retrosynthesis dataset with 1.9M reactions from patents (1976-2016). Predict the reactants needed to synthesize the given product. Given the product [Cl:31][C:28]1[CH:27]=[CH:26][C:25]([C:15]2[N:16]=[C:17]([C:19]3[CH:24]=[CH:23][CH:22]=[CH:21][CH:20]=3)[S:18][C:14]=2[CH2:3][CH2:2][C:1]([OH:7])=[O:6])=[CH:30][CH:29]=1, predict the reactants needed to synthesize it. The reactants are: [C:1]([O:7]CC)(=[O:6])[CH2:2][C:3]([O-])=O.[H-].[Na+].BrC[C:14]1[S:18][C:17]([C:19]2[CH:24]=[CH:23][CH:22]=[CH:21][CH:20]=2)=[N:16][C:15]=1[C:25]1[CH:30]=[CH:29][C:28]([Cl:31])=[CH:27][CH:26]=1.Cl.[OH-].[Na+].